Dataset: Reaction yield outcomes from USPTO patents with 853,638 reactions. Task: Predict the reaction yield, written as a fraction of the theoretical maximum amount of product (1.0 means a 100% yield; for example, 0.34 means a 34% yield). (1) The reactants are [CH:1]1([CH2:4][N:5]2[C:9]([CH2:10][NH:11]C(=O)OC(C)(C)C)=[CH:8][C:7]([C:19]([F:22])([F:21])[F:20])=[N:6]2)[CH2:3][CH2:2]1.Cl.C(OCC)(=O)C.CCCCCC. The catalyst is ClCCl. The product is [CH:1]1([CH2:4][N:5]2[C:9]([CH2:10][NH2:11])=[CH:8][C:7]([C:19]([F:21])([F:22])[F:20])=[N:6]2)[CH2:3][CH2:2]1. The yield is 0.888. (2) The reactants are [OH:1][CH2:2][C@@H:3]1[O:10][C@@H:9]2[C@@H:5]([O:6][C:7]([CH3:12])([CH3:11])[O:8]2)[C@@H:4]1[OH:13].C([O-])(O)=[O:15].[Na+].[Na+].[Br-].ClN1C(=O)N(Cl)C(=O)N(Cl)C1=O. The yield is 0.580. The catalyst is CC(C)=O.O.CC1(C)N([O])C(C)(C)CCC1.CO. The product is [OH:13][C@H:4]1[C@@H:5]2[O:6][C:7]([CH3:11])([CH3:12])[O:8][C@@H:9]2[O:10][C@H:3]1[C:2]([OH:15])=[O:1].